Dataset: Reaction yield outcomes from USPTO patents with 853,638 reactions. Task: Predict the reaction yield, written as a fraction of the theoretical maximum amount of product (1.0 means a 100% yield; for example, 0.34 means a 34% yield). (1) The reactants are [CH3:1][C:2]1[CH:7]=[C:6]([C:8]2[CH:13]=[CH:12][CH:11]=[CH:10][CH:9]=2)[C:5]([OH:14])=[C:4]([C:15]2[CH:20]=[CH:19][CH:18]=[CH:17][CH:16]=2)[CH:3]=1.[H-].[Na+].[Cl:23][Ti:24](Cl)([Cl:35])[C:25]1([CH3:34])[C:29]([CH3:30])=[C:28]([CH3:31])[C:27]([CH3:32])=[C:26]1[CH3:33]. The catalyst is C1(C)C=CC=CC=1. The product is [Cl:23][Ti:24]([Cl:35])([C:25]1([CH3:34])[C:26]([CH3:33])=[C:27]([CH3:32])[C:28]([CH3:31])=[C:29]1[CH3:30])[O:14][C:5]1[C:4]([C:15]2[CH:20]=[CH:19][CH:18]=[CH:17][CH:16]=2)=[CH:3][C:2]([CH3:1])=[CH:7][C:6]=1[C:8]1[CH:13]=[CH:12][CH:11]=[CH:10][CH:9]=1. The yield is 0.460. (2) The reactants are [NH2:1][C:2]1[CH:6]=[CH:5][O:4][N:3]=1.N1C=CC=CC=1.[Cl:13][C:14]1[CH:19]=[CH:18][C:17]([C:20]2[CH:25]=[C:24]([O:26][CH3:27])[C:23]([N:28]3[C:37]4[C:32](=[CH:33][C:34]([S:38](Cl)(=[O:40])=[O:39])=[CH:35][CH:36]=4)[N:31]=[CH:30][C:29]3=[O:42])=[CH:22][C:21]=2[F:43])=[CH:16][C:15]=1[CH3:44]. The catalyst is C(Cl)Cl. The product is [Cl:13][C:14]1[CH:19]=[CH:18][C:17]([C:20]2[CH:25]=[C:24]([O:26][CH3:27])[C:23]([N:28]3[C:37]4[C:32](=[CH:33][C:34]([S:38]([NH:1][C:2]5[CH:6]=[CH:5][O:4][N:3]=5)(=[O:40])=[O:39])=[CH:35][CH:36]=4)[N:31]=[CH:30][C:29]3=[O:42])=[CH:22][C:21]=2[F:43])=[CH:16][C:15]=1[CH3:44]. The yield is 0.660. (3) The reactants are [Cl:1][C:2]1[N:3]=[CH:4][NH:5][C:6]=1[Cl:7].[OH-:8].[Na+].[CH2:10]=O.Cl. The catalyst is O. The product is [Cl:1][C:2]1[N:3]=[C:4]([CH2:10][OH:8])[NH:5][C:6]=1[Cl:7]. The yield is 0.800. (4) The reactants are [OH:1][C:2]12[C:13]3[C:8](=[C:9]([N+:14]([O-])=O)[CH:10]=[CH:11][CH:12]=3)[C:7](=[O:17])[C:6]1([NH:18][C:19]([C:21]1[C:29]3[C:24](=[CH:25][CH:26]=[CH:27][CH:28]=3)[NH:23][N:22]=1)=[O:20])[C:5]1[CH:30]=[CH:31][C:32]([CH:34]([CH3:36])[CH3:35])=[CH:33][C:4]=1[O:3]2.O. The catalyst is C(O)C.Cl.[Fe]. The product is [NH2:14][C:9]1[CH:10]=[CH:11][CH:12]=[C:13]2[C:8]=1[C:7](=[O:17])[C:6]1([NH:18][C:19]([C:21]3[C:29]4[C:24](=[CH:25][CH:26]=[CH:27][CH:28]=4)[NH:23][N:22]=3)=[O:20])[C:5]3[CH:30]=[CH:31][C:32]([CH:34]([CH3:36])[CH3:35])=[CH:33][C:4]=3[O:3][C:2]12[OH:1]. The yield is 0.520. (5) The reactants are C[O:2][C:3]1[CH:4]=[N:5][CH:6]=[C:7]([O:9][C:10]2[CH:15]=[CH:14][CH:13]=[CH:12][CH:11]=2)[CH:8]=1.Cl.[NH+]1C=CC=CC=1.[OH-].[Na+]. The catalyst is CO. The product is [O:9]([C:7]1[CH:8]=[C:3]([OH:2])[CH:4]=[N:5][CH:6]=1)[C:10]1[CH:15]=[CH:14][CH:13]=[CH:12][CH:11]=1. The yield is 0.540. (6) The reactants are Cl.O.[Cl-].[NH4+].[Cl:5][C:6]1[CH:7]=[C:8]([C:28]([O:30][CH3:31])=[O:29])[C:9]([C:21]2[CH:26]=[CH:25][CH:24]=[C:23]([F:27])[CH:22]=2)=[C:10]([N+:18]([O-])=O)[C:11]=1[C:12]#[C:13][Si:14]([CH3:17])([CH3:16])[CH3:15]. The catalyst is CO.[Fe]. The product is [NH2:18][C:10]1[C:11]([C:12]#[C:13][Si:14]([CH3:16])([CH3:15])[CH3:17])=[C:6]([Cl:5])[CH:7]=[C:8]([C:28]([O:30][CH3:31])=[O:29])[C:9]=1[C:21]1[CH:26]=[CH:25][CH:24]=[C:23]([F:27])[CH:22]=1. The yield is 0.860. (7) The reactants are Cl[C:2]1[CH:3]=[CH:4][C:5]2[O:14][CH2:13][CH2:12][C:11]3[CH:10]=[C:9]([C:15]4[N:16]([C:20]5[CH:25]=[CH:24][C:23]([F:26])=[CH:22][C:21]=5[F:27])[N:17]=[CH:18][N:19]=4)[S:8][C:7]=3[C:6]=2[N:28]=1.[NH:29]1[CH2:34][CH2:33][NH:32][CH2:31][C:30]1=[O:35].CC([O-])(C)C.[Na+].CC(C1C=C(C(C)C)C(C2C=CC=CC=2P(C2CCCCC2)C2CCCCC2)=C(C(C)C)C=1)C. The catalyst is O1CCOCC1.C1C=CC(/C=C/C(/C=C/C2C=CC=CC=2)=O)=CC=1.C1C=CC(/C=C/C(/C=C/C2C=CC=CC=2)=O)=CC=1.C1C=CC(/C=C/C(/C=C/C2C=CC=CC=2)=O)=CC=1.[Pd].[Pd]. The product is [F:27][C:21]1[CH:22]=[C:23]([F:26])[CH:24]=[CH:25][C:20]=1[N:16]1[C:15]([C:9]2[S:8][C:7]3[C:6]4[N:28]=[C:2]([N:32]5[CH2:33][CH2:34][NH:29][C:30](=[O:35])[CH2:31]5)[CH:3]=[CH:4][C:5]=4[O:14][CH2:13][CH2:12][C:11]=3[CH:10]=2)=[N:19][CH:18]=[N:17]1. The yield is 0.130. (8) The yield is 0.680. The product is [C:1]1([C:7]2[CH:12]=[C:11]([CH:13]3[CH2:18][NH:17][S:16](=[O:19])(=[O:20])[NH:15][CH2:14]3)[CH:10]=[CH:9][C:8]=2[NH:21][C:22]([C:24]2[NH:25][CH:26]=[C:27]([C:29]#[N:30])[N:28]=2)=[O:23])[CH2:6][CH2:5][CH2:4][CH2:3][CH:2]=1. The catalyst is CN(C=O)C. The reactants are [C:1]1([C:7]2[CH:12]=[C:11]([CH:13]3[CH2:18][NH:17][S:16](=[O:20])(=[O:19])[NH:15][CH2:14]3)[CH:10]=[CH:9][C:8]=2[NH:21][C:22]([C:24]2[N:25](COCC[Si](C)(C)C)[CH:26]=[C:27]([C:29]#[N:30])[N:28]=2)=[O:23])[CH2:6][CH2:5][CH2:4][CH2:3][CH:2]=1.C(N)CN.[F-].C([N+](CCCC)(CCCC)CCCC)CCC.